From a dataset of Forward reaction prediction with 1.9M reactions from USPTO patents (1976-2016). Predict the product of the given reaction. (1) Given the reactants C[O:2][C:3](=[O:13])[C:4]1[CH:9]=[CH:8][CH:7]=[C:6]([N:10]=[C:11]=[O:12])[CH:5]=1.[Cl:14][C:15]1[CH:21]=[C:20]([Cl:22])[CH:19]=[CH:18][C:16]=1[NH2:17], predict the reaction product. The product is: [Cl:14][C:15]1[CH:21]=[C:20]([Cl:22])[CH:19]=[CH:18][C:16]=1[NH:17][C:11](=[O:12])[NH:10][C:6]1[CH:5]=[C:4]([CH:9]=[CH:8][CH:7]=1)[C:3]([OH:2])=[O:13]. (2) Given the reactants [S:1]1[C:5]2[CH:6]=[CH:7][C:8]([CH2:10][CH2:11][OH:12])=[CH:9][C:4]=2[CH:3]=[CH:2]1.[OH-:13].C([N+](C)(C)C)[C:15]1[CH:20]=[CH:19][CH:18]=CC=1.[C:25](#N)[CH:26]=[CH2:27].Cl.S(=O)(=O)(O)O.[OH2:35], predict the reaction product. The product is: [S:1]1[C:5]2[CH:6]=[CH:7][C:8]([CH2:10][CH2:11][O:12][CH2:27][CH2:26][C:25]([O:35][CH2:18][CH2:19][CH2:20][CH3:15])=[O:13])=[CH:9][C:4]=2[CH:3]=[CH:2]1. (3) Given the reactants [CH3:1][N:2]1[C:10]2[C:9](=[O:11])[N:8]([CH2:12][CH2:13][O:14][C:15]3[CH:20]=[CH:19][C:18]([CH2:21][CH:22]([O:26][CH2:27][CH3:28])[C:23]([OH:25])=[O:24])=[CH:17][CH:16]=3)[C:7]([CH3:29])=[N:6][C:5]=2[C:4]([CH2:30][CH2:31][CH3:32])=[N:3]1.[CH2:33]([NH:41][CH2:42][C@@H:43]([C@H:45]([C@@H:47]([C@@H:49]([CH2:51][OH:52])[OH:50])[OH:48])[OH:46])[OH:44])[CH2:34][CH2:35][CH2:36][CH2:37][CH2:38][CH2:39][CH3:40], predict the reaction product. The product is: [CH2:33]([NH:41][CH2:42][C@@H:43]([C@H:45]([C@@H:47]([C@@H:49]([CH2:51][OH:52])[OH:50])[OH:48])[OH:46])[OH:44])[CH2:34][CH2:35][CH2:36][CH2:37][CH2:38][CH2:39][CH3:40].[CH3:1][N:2]1[C:10]2[C:9](=[O:11])[N:8]([CH2:12][CH2:13][O:14][C:15]3[CH:20]=[CH:19][C:18]([CH2:21][CH:22]([O:26][CH2:27][CH3:28])[C:23]([OH:25])=[O:24])=[CH:17][CH:16]=3)[C:7]([CH3:29])=[N:6][C:5]=2[C:4]([CH2:30][CH2:31][CH3:32])=[N:3]1.[CH3:1][N:2]1[C:10]2[C:9](=[O:11])[N:8]([CH2:12][CH2:13][O:14][C:15]3[CH:20]=[CH:19][C:18]([CH2:21][CH:22]([O:26][CH2:27][CH3:28])[C:23]([OH:25])=[O:24])=[CH:17][CH:16]=3)[C:7]([CH3:29])=[N:6][C:5]=2[C:4]([CH2:30][CH2:31][CH3:32])=[N:3]1. (4) Given the reactants Br[C:2]1[CH:3]=[C:4]([C:9]2[CH:13]=[CH:12][S:11][CH:10]=2)[CH:5]=[C:6]([F:8])[CH:7]=1.C(OC([N:21]1[CH2:26][CH2:25][NH:24][C@H:23]([CH3:27])[CH2:22]1)=O)(C)(C)C.CC(C)([O-])C.[Na+].P(C(C)(C)C)(C(C)(C)C)C(C)(C)C.CCCCCC, predict the reaction product. The product is: [F:8][C:6]1[CH:7]=[C:2]([N:24]2[CH2:25][CH2:26][NH:21][CH2:22][C@H:23]2[CH3:27])[CH:3]=[C:4]([C:9]2[CH:13]=[CH:12][S:11][CH:10]=2)[CH:5]=1.